From a dataset of Reaction yield outcomes from USPTO patents with 853,638 reactions. Predict the reaction yield, written as a fraction of the theoretical maximum amount of product (1.0 means a 100% yield; for example, 0.34 means a 34% yield). (1) The reactants are I[CH2:2][C@@H:3]([CH3:16])[CH2:4][N:5]1[C:14]2[C:9](=[CH:10][CH:11]=[CH:12][CH:13]=2)[CH2:8][CH2:7][C:6]1=[O:15].[CH:17](=[C:21]1[CH2:26][CH2:25][NH:24][CH2:23][CH2:22]1)[CH2:18][CH2:19][CH3:20]. The catalyst is CC#N. The product is [CH:17](=[C:21]1[CH2:26][CH2:25][N:24]([CH2:2][C@@H:3]([CH3:16])[CH2:4][N:5]2[C:14]3[C:9](=[CH:10][CH:11]=[CH:12][CH:13]=3)[CH2:8][CH2:7][C:6]2=[O:15])[CH2:23][CH2:22]1)[CH2:18][CH2:19][CH3:20]. The yield is 0.670. (2) The reactants are C(Cl)(Cl)Cl.[Cl:5][C:6]1[CH:11]=[CH:10][C:9]([CH:12]2[C:16]([OH:17])=[C:15]([C:18]([CH3:20])=[O:19])[CH2:14][S:13]2)=[CH:8][CH:7]=1.S(Cl)(Cl)(=O)=O.O. The catalyst is C(O)(C)C. The product is [Cl:5][C:6]1[CH:7]=[CH:8][C:9]([C:12]2[S:13][CH:14]=[C:15]([C:18]([CH3:20])=[O:19])[C:16]=2[OH:17])=[CH:10][CH:11]=1. The yield is 0.770. (3) The reactants are [Cl:1][C:2]1[C:3]([CH3:28])=[C:4]([NH:10][C@H:11]([C:24]([OH:27])([CH3:26])[CH3:25])[C:12]([NH:14][NH:15][C:16](=O)[C:17]2[CH:22]=[CH:21][CH:20]=[CH:19][CH:18]=2)=[O:13])[CH:5]=[CH:6][C:7]=1[C:8]#[N:9].CCN(P1(N(C)CCCN1C)=NC(C)(C)C)CC. The catalyst is C1COCC1. The product is [Cl:1][C:2]1[C:3]([CH3:28])=[C:4]([NH:10][C@@H:11]([C:12]2[O:13][C:16]([C:17]3[CH:18]=[CH:19][CH:20]=[CH:21][CH:22]=3)=[N:15][N:14]=2)[C:24]([OH:27])([CH3:26])[CH3:25])[CH:5]=[CH:6][C:7]=1[C:8]#[N:9]. The yield is 0.280. (4) The reactants are Cl[C:2]1[C:7](Cl)=[N:6][CH:5]=[CH:4][N:3]=1.[CH3:9][C:10]1[CH:11]=[C:12](B(O)O)[CH:13]=[C:14]([CH3:16])[CH:15]=1.C(=O)([O-])[O-].[Na+].[Na+]. The catalyst is Cl[Pd](Cl)([P](C1C=CC=CC=1)(C1C=CC=CC=1)C1C=CC=CC=1)[P](C1C=CC=CC=1)(C1C=CC=CC=1)C1C=CC=CC=1.O.C(#N)C. The product is [CH3:9][C:10]1[CH:11]=[C:12]([C:2]2[C:7]([C:12]3[CH:13]=[C:14]([CH3:16])[CH:15]=[C:10]([CH3:9])[CH:11]=3)=[N:6][CH:5]=[CH:4][N:3]=2)[CH:13]=[C:14]([CH3:16])[CH:15]=1. The yield is 0.440. (5) The yield is 0.800. The product is [CH3:46][C:40]1([CH3:47])[CH2:39][C:38]2[CH:37]=[C:36]3[N:43]([CH2:44][CH2:45][N:34]([C:30]4[C:29]([CH:49]=[O:50])=[C:28]([C:13]5[CH:14]=[C:9]([NH:8][C:6]6[CH:5]=[C:4]([CH3:26])[N:3]=[C:2]([CH3:1])[N:7]=6)[C:10](=[O:25])[N:11]([CH3:24])[CH:12]=5)[CH:33]=[CH:32][N:31]=4)[C:35]3=[O:48])[C:42]=2[CH2:41]1. The reactants are [CH3:1][C:2]1[N:7]=[C:6]([NH:8][C:9]2[C:10](=[O:25])[N:11]([CH3:24])[CH:12]=[C:13](B3OC(C)(C)C(C)(C)O3)[CH:14]=2)[CH:5]=[C:4]([CH3:26])[N:3]=1.Cl[C:28]1[CH:33]=[CH:32][N:31]=[C:30]([N:34]2[CH2:45][CH2:44][N:43]3[C:36](=[CH:37][C:38]4[CH2:39][C:40]([CH3:47])([CH3:46])[CH2:41][C:42]=43)[C:35]2=[O:48])[C:29]=1[CH:49]=[O:50].C([O-])(=O)C.[Na+].[O-]P([O-])([O-])=O.[K+].[K+].[K+]. The catalyst is C1C=CC(P(C2C=CC=CC=2)[C-]2C=CC=C2)=CC=1.C1C=CC(P(C2C=CC=CC=2)[C-]2C=CC=C2)=CC=1.Cl[Pd]Cl.[Fe+2].C(#N)C.O. (6) The reactants are [CH:1]([NH:4][CH:5]([CH3:7])C)([CH3:3])C.[Li]CCCC.[C:13](=[N:16][CH2:17][CH:18]([CH3:20])[CH3:19])([CH3:15])[CH3:14].CSC1CCCN=1. The catalyst is C1COCC1. The product is [CH3:14]/[C:13](/[NH:16][CH2:17][CH:18]([CH3:20])[CH3:19])=[CH:15]/[C:1]1[CH2:3][CH2:7][CH2:5][N:4]=1. The yield is 0.660. (7) The reactants are [CH:1]1([N:4]2[C:9](=[O:10])[C:8]3[C:11]([OH:18])=[C:12]([CH3:17])[C:13](=[O:16])[N:14]([CH3:15])[C:7]=3[N:6]([C:19]3[CH:24]=[CH:23][C:22]([I:25])=[CH:21][C:20]=3[F:26])[C:5]2=[O:27])[CH2:3][CH2:2]1.C(N(CC)CC)C.Cl.CN(C)C.[S:40](Cl)([C:43]1[CH:49]=[CH:48][C:46]([CH3:47])=[CH:45][CH:44]=1)(=[O:42])=[O:41]. The product is [CH:1]1([N:4]2[C:9](=[O:10])[C:8]3[C:11]([O:18][S:40]([C:43]4[CH:49]=[CH:48][C:46]([CH3:47])=[CH:45][CH:44]=4)(=[O:42])=[O:41])=[C:12]([CH3:17])[C:13](=[O:16])[N:14]([CH3:15])[C:7]=3[N:6]([C:19]3[CH:24]=[CH:23][C:22]([I:25])=[CH:21][C:20]=3[F:26])[C:5]2=[O:27])[CH2:3][CH2:2]1. The yield is 0.910. The catalyst is C(#N)C.CO.